From a dataset of Forward reaction prediction with 1.9M reactions from USPTO patents (1976-2016). Predict the product of the given reaction. (1) Given the reactants [F:1][C:2]1[CH:7]=[CH:6][C:5]([CH2:8][C:9]([NH:11][CH3:12])=[O:10])=[CH:4][CH:3]=1.[Li]C.CCOCC.[C:20](Cl)(Cl)=[O:21].C1(C)C=CC=CC=1.[NH2:31][C:32]1[CH:47]=[CH:46][C:35]([O:36][C:37]2[CH:42]=[CH:41][N:40]=[C:39]([C:43]([NH2:45])=[O:44])[CH:38]=2)=[C:34]([F:48])[CH:33]=1.FC1C=C(NC(=O)CC(NC2C=CC(F)=CC=2)=O)C=CC=1OC1C=CN=C(NCCN2CCOCC2)C=1.CCN(C(C)C)C(C)C, predict the reaction product. The product is: [C:43]([C:39]1[CH:38]=[C:37]([O:36][C:35]2[CH:46]=[CH:47][C:32]([NH:31][C:20](=[O:21])[N:11]([C:9](=[O:10])[CH2:8][C:5]3[CH:4]=[CH:3][C:2]([F:1])=[CH:7][CH:6]=3)[CH3:12])=[CH:33][C:34]=2[F:48])[CH:42]=[CH:41][N:40]=1)(=[O:44])[NH2:45]. (2) The product is: [Cl:23][C:5]1[C:6]([NH:8][C:9]2[CH:14]=[CH:13][C:12]([N:15]3[CH2:20][CH2:19][O:18][CH2:17][CH2:16]3)=[CH:11][C:10]=2[O:21][CH3:22])=[N:7][C:2]([NH:37][C:34]2[CH:35]=[CH:36][C:29]3[CH2:28][CH2:27][N:26]([CH2:24][CH3:25])[CH2:32][CH2:31][C:30]=3[CH:33]=2)=[N:3][CH:4]=1. Given the reactants Cl[C:2]1[N:7]=[C:6]([NH:8][C:9]2[CH:14]=[CH:13][C:12]([N:15]3[CH2:20][CH2:19][O:18][CH2:17][CH2:16]3)=[CH:11][C:10]=2[O:21][CH3:22])[C:5]([Cl:23])=[CH:4][N:3]=1.[CH2:24]([N:26]1[CH2:32][CH2:31][C:30]2[CH:33]=[C:34]([NH2:37])[CH:35]=[CH:36][C:29]=2[CH2:28][CH2:27]1)[CH3:25].Cl.C(=O)([O-])[O-], predict the reaction product.